Regression. Given a peptide amino acid sequence and an MHC pseudo amino acid sequence, predict their binding affinity value. This is MHC class I binding data. From a dataset of Peptide-MHC class I binding affinity with 185,985 pairs from IEDB/IMGT. (1) The peptide sequence is VAAKGAPAL. The MHC is HLA-A26:01 with pseudo-sequence HLA-A26:01. The binding affinity (normalized) is 0.0847. (2) The peptide sequence is VAVKGRFQL. The MHC is H-2-Db with pseudo-sequence H-2-Db. The binding affinity (normalized) is 0.373. (3) The peptide sequence is SMYPSCCCTK. The MHC is HLA-A03:01 with pseudo-sequence HLA-A03:01. The binding affinity (normalized) is 0.365.